This data is from Reaction yield outcomes from USPTO patents with 853,638 reactions. The task is: Predict the reaction yield, written as a fraction of the theoretical maximum amount of product (1.0 means a 100% yield; for example, 0.34 means a 34% yield). (1) The reactants are [CH3:1][O:2][C:3]([C:5]1[S:6][CH:7]=[CH:8][C:9]=1[NH:10][CH:11]([C:15]1[CH:16]=[N:17][C:18]([O:21][CH3:22])=[CH:19][CH:20]=1)[C:12]([OH:14])=[O:13])=[O:4].C(=NC1CCCCC1)=NC1CCCCC1.N1(O)C2C=CC=CC=2N=N1.[N:48]12[CH2:55][CH2:54][CH:51]([CH2:52][CH2:53]1)[C@@H:50](O)[CH2:49]2. The product is [CH3:22][O:21][C:18]1[N:17]=[CH:16][C:15]([C@@H:11]([NH:10][C:9]2[CH:8]=[CH:7][S:6][C:5]=2[C:3]([O:2][CH3:1])=[O:4])[C:12](=[O:14])[O:13][CH:50]2[CH:51]3[CH2:54][CH2:55][N:48]([CH2:53][CH2:52]3)[CH2:49]2)=[CH:20][CH:19]=1. The catalyst is C1COCC1. The yield is 0.140. (2) The reactants are [H-].[Na+].[Cl:3][C:4]1[CH:12]=[CH:11][C:10]2[NH:9][C:8]3[CH2:13][CH2:14][N:15]([CH3:17])[CH2:16][C:7]=3[C:6]=2[CH:5]=1.Br[CH2:19][CH2:20][CH2:21][C:22]1[CH:23]=[CH:24][C:25]([C:28]([F:31])([F:30])[F:29])=[N:26][CH:27]=1.O. The catalyst is CN(C=O)C. The product is [Cl:3][C:4]1[CH:12]=[CH:11][C:10]2[N:9]([CH2:19][CH2:20][CH2:21][C:22]3[CH:27]=[N:26][C:25]([C:28]([F:31])([F:29])[F:30])=[CH:24][CH:23]=3)[C:8]3[CH2:13][CH2:14][N:15]([CH3:17])[CH2:16][C:7]=3[C:6]=2[CH:5]=1. The yield is 0.320. (3) The reactants are [CH2:1]([C:3]1[CH:8]=[C:7]([N+:9]([O-:11])=[O:10])[C:6]([O:12][CH2:13][CH3:14])=[CH:5][C:4]=1F)[CH3:2].[CH3:16][S:17]([CH2:20][CH2:21][CH:22]1[CH2:27][CH2:26][NH:25][CH2:24][CH2:23]1)(=[O:19])=[O:18].C([O-])([O-])=O.[K+].[K+].CS(C)=O. The catalyst is O. The product is [CH2:1]([C:3]1[CH:8]=[C:7]([N+:9]([O-:11])=[O:10])[C:6]([O:12][CH2:13][CH3:14])=[CH:5][C:4]=1[N:25]1[CH2:26][CH2:27][CH:22]([CH2:21][CH2:20][S:17]([CH3:16])(=[O:19])=[O:18])[CH2:23][CH2:24]1)[CH3:2]. The yield is 0.650. (4) The reactants are Cl[S:2]([C:5]1[C:6]([CH3:13])=[C:7]([C:10]([OH:12])=O)[S:8][CH:9]=1)(=[O:4])=[O:3].[F:14][C:15]([F:25])([F:24])[O:16][C:17]1[CH:22]=[CH:21][C:20]([NH2:23])=[CH:19][CH:18]=1.[C:26]([O:35]C)(=[O:34])[C:27]1[C:28](=[CH:30][CH:31]=[CH:32][CH:33]=1)[NH2:29]. No catalyst specified. The product is [CH3:13][C:6]1[C:5]([S:2](=[O:3])(=[O:4])[NH:23][C:20]2[CH:19]=[CH:18][C:17]([O:16][C:15]([F:24])([F:25])[F:14])=[CH:22][CH:21]=2)=[CH:9][S:8][C:7]=1[C:10]([NH:29][C:28]1[CH:30]=[CH:31][CH:32]=[CH:33][C:27]=1[C:26]([OH:35])=[O:34])=[O:12]. The yield is 0.200.